From a dataset of Forward reaction prediction with 1.9M reactions from USPTO patents (1976-2016). Predict the product of the given reaction. Given the reactants [C:1]([C:3]1([C:8]([O:10][CH3:11])=[O:9])[CH2:7][CH2:6][CH2:5][CH2:4]1)#[N:2].[BH4-].[Na+].[C:14]([O:18][C:19](O[C:19]([O:18][C:14]([CH3:17])([CH3:16])[CH3:15])=[O:20])=[O:20])([CH3:17])([CH3:16])[CH3:15], predict the reaction product. The product is: [C:14]([O:18][C:19]([NH:2][CH2:1][C:3]1([C:8]([O:10][CH3:11])=[O:9])[CH2:7][CH2:6][CH2:5][CH2:4]1)=[O:20])([CH3:17])([CH3:16])[CH3:15].